This data is from Forward reaction prediction with 1.9M reactions from USPTO patents (1976-2016). The task is: Predict the product of the given reaction. (1) Given the reactants C(OC([O:8][C@@H:9]1[C@@H:13]([CH2:14][O:15]C(OC(C)(C)C)=O)[O:12][C@@H:11]([N:23]2[CH:42]=[CH:41][C:27]([NH:28][C:29]([O:31][CH2:32][C:33]3[S:34][C:35]([N+:38]([O-:40])=[O:39])=[CH:36][CH:37]=3)=[O:30])=[N:26][C:24]2=[O:25])[C:10]1([F:44])[F:43])=O)(C)(C)C.C(O)(C(F)(F)F)=O, predict the reaction product. The product is: [N+:38]([C:35]1[S:34][C:33]([CH2:32][O:31][C:29]([NH:28][C:27]2[CH:41]=[CH:42][N:23]([C@@H:11]3[O:12][C@H:13]([CH2:14][OH:15])[C@@H:9]([OH:8])[C:10]3([F:44])[F:43])[C:24](=[O:25])[N:26]=2)=[O:30])=[CH:37][CH:36]=1)([O-:40])=[O:39]. (2) Given the reactants [CH:1]1[C:6]2[N:7]=[C:8]3[C:20]4[C:12]([C:13]5[C:18]([N:19]=4)=[CH:17][CH:16]=[CH:15][CH:14]=5)=[CH:11][CH:10]=[C:9]3[C:5]=2[CH:4]=[CH:3][CH:2]=1.Br[C:22]1[CH:23]=[C:24]([C:28]2[CH:33]=[CH:32][C:31]([C:34]3[CH:39]=[CH:38][CH:37]=[CH:36][CH:35]=3)=[CH:30][CH:29]=2)[CH:25]=[CH:26][CH:27]=1.P([O-])([O-])([O-])=O.[K+].[K+].[K+], predict the reaction product. The product is: [C:24]1([C:28]2[CH:33]=[CH:32][C:31]([C:34]3[CH:35]=[CH:36][CH:37]=[CH:38][CH:39]=3)=[CH:30][CH:29]=2)[CH:23]=[CH:22][CH:27]=[C:26]([N:7]2[C:8]3[C:9](=[CH:10][CH:11]=[C:12]4[C:13]5[CH:14]=[CH:15][CH:16]=[CH:17][C:18]=5[NH:19][C:20]4=3)[C:5]3[C:6]2=[CH:1][CH:2]=[CH:3][CH:4]=3)[CH:25]=1. (3) Given the reactants [C:1]1([C:36]2[CH:41]=[CH:40][CH:39]=[CH:38][CH:37]=2)[CH:6]=[CH:5][CH:4]=[C:3]([NH:7][C:8]2[C:13]([C:14]([NH:16][C@@H:17]3[CH2:22][CH2:21][C@H:20]([NH:23][C:24]([C:26]4[N:27]=[C:28]5[CH:33]=[CH:32][CH:31]=[CH:30][N:29]5[CH:34]=4)=[O:25])[CH2:19][CH2:18]3)=[O:15])=[CH:12][C:11]([F:35])=[CH:10][N:9]=2)[CH:2]=1.[C:42](N1C=CN=C1)(N1C=CN=C1)=[O:43].[H-].[Na+].O, predict the reaction product. The product is: [C:1]1([C:36]2[CH:41]=[CH:40][CH:39]=[CH:38][CH:37]=2)[CH:6]=[CH:5][CH:4]=[C:3]([N:7]2[C:8]3[N:9]=[CH:10][C:11]([F:35])=[CH:12][C:13]=3[C:14](=[O:15])[N:16]([C@@H:17]3[CH2:22][CH2:21][C@H:20]([NH:23][C:24]([C:26]4[N:27]=[C:28]5[CH:33]=[CH:32][CH:31]=[CH:30][N:29]5[CH:34]=4)=[O:25])[CH2:19][CH2:18]3)[C:42]2=[O:43])[CH:2]=1. (4) Given the reactants [O-]CC.[Na+].[N:5]#[C:6][NH2:7].[CH2:8]([N:15]=[C:16]=[S:17])[C:9]1[CH:14]=[CH:13][CH:12]=[CH:11][CH:10]=1, predict the reaction product. The product is: [CH2:8]([NH:15][C:16]([NH:7][C:6]#[N:5])=[S:17])[C:9]1[CH:14]=[CH:13][CH:12]=[CH:11][CH:10]=1. (5) Given the reactants C([Li])CCC.[CH2:6]1[CH2:25][O:24][C:8]2([CH2:13][CH2:12][CH2:11][CH:10]([S:14]([C:17]3[CH:22]=[CH:21][CH:20]=[CH:19][CH:18]=3)(=[O:16])=[O:15])[CH:9]2[CH3:23])[O:7]1.C1(C(C2C=CC=CC=2)C2C=CC=CC=2)C=CC=CC=1.Br[CH2:46][CH2:47][CH2:48][CH2:49][CH2:50][CH2:51][CH2:52][CH2:53][CH2:54][CH2:55][OH:56].[Cl-].[NH4+], predict the reaction product. The product is: [CH2:25]1[CH2:6][O:7][C:8]2([CH2:13][CH2:12][CH2:11][C:10]([CH2:46][CH2:47][CH2:48][CH2:49][CH2:50][CH2:51][CH2:52][CH2:53][CH2:54][CH2:55][OH:56])([S:14]([C:17]3[CH:18]=[CH:19][CH:20]=[CH:21][CH:22]=3)(=[O:16])=[O:15])[CH:9]2[CH3:23])[O:24]1. (6) Given the reactants C([O:5][C:6](=[O:37])[C:7]([CH3:36])([S:9][C:10]1[CH:35]=[CH:34][C:13]([C:14]([O:16][CH2:17][C:18]2[N:22]([CH2:23][CH2:24][CH3:25])[N:21]=[C:20]([CH2:26][C:27]3[CH:32]=[CH:31][C:30]([CH3:33])=[CH:29][CH:28]=3)[CH:19]=2)=[O:15])=[CH:12][CH:11]=1)[CH3:8])(C)(C)C.O1CCOCC1, predict the reaction product. The product is: [CH3:8][C:7]([S:9][C:10]1[CH:11]=[CH:12][C:13]([C:14]([O:16][CH2:17][C:18]2[N:22]([CH2:23][CH2:24][CH3:25])[N:21]=[C:20]([CH2:26][C:27]3[CH:32]=[CH:31][C:30]([CH3:33])=[CH:29][CH:28]=3)[CH:19]=2)=[O:15])=[CH:34][CH:35]=1)([CH3:36])[C:6]([OH:37])=[O:5]. (7) Given the reactants [C:1]([O:5][C:6]([NH:8][CH:9]([C:13]1[CH:18]=[CH:17][C:16]([O:19][CH2:20][CH2:21][C@H:22]([CH:24]2[CH2:29][CH2:28][N:27]([C:30]3[O:34][N:33]=[C:32]([CH:35]([CH3:37])[CH3:36])[N:31]=3)[CH2:26][CH2:25]2)[CH3:23])=[CH:15][C:14]=1[CH3:38])[C:10](O)=[O:11])=[O:7])([CH3:4])([CH3:3])[CH3:2].[NH:39]1[CH2:43][CH2:42][CH2:41][C@H:40]1[C:44]([NH2:46])=[O:45], predict the reaction product. The product is: [C:1]([O:5][C:6](=[O:7])[NH:8][CH:9]([C:13]1[CH:18]=[CH:17][C:16]([O:19][CH2:20][CH2:21][C@H:22]([CH:24]2[CH2:29][CH2:28][N:27]([C:30]3[O:34][N:33]=[C:32]([CH:35]([CH3:36])[CH3:37])[N:31]=3)[CH2:26][CH2:25]2)[CH3:23])=[CH:15][C:14]=1[CH3:38])[C:10]([N:39]1[CH2:43][CH2:42][CH2:41][C@H:40]1[C:44](=[O:45])[NH2:46])=[O:11])([CH3:2])([CH3:4])[CH3:3].